Dataset: Forward reaction prediction with 1.9M reactions from USPTO patents (1976-2016). Task: Predict the product of the given reaction. (1) Given the reactants [Cl:1][C:2]1[CH:7]=[CH:6][C:5]([N:8]2[CH:12]=[CH:11][C:10]([C:13]([F:16])([F:15])[F:14])=[C:9]2[CH2:17][OH:18])=[CH:4][CH:3]=1.[F:19][C:20]1[C:25]([F:26])=[C:24](O)[CH:23]=[CH:22][C:21]=1[CH2:28][CH2:29][C:30](OCC)=[O:31], predict the reaction product. The product is: [Cl:1][C:2]1[CH:3]=[CH:4][C:5]([N:8]2[CH:12]=[CH:11][C:10]([C:13]([F:14])([F:15])[F:16])=[C:9]2[CH2:17][O:18][C:24]2[CH:23]=[CH:22][C:21]([CH2:28][CH2:29][CH2:30][OH:31])=[C:20]([F:19])[C:25]=2[F:26])=[CH:6][CH:7]=1. (2) Given the reactants [C:1]([O:5][C:6]([N:8]1[CH2:13][CH2:12][N:11]([CH2:14][B-](F)(F)F)[C@H:10]([CH3:19])[CH2:9]1)=[O:7])([CH3:4])([CH3:3])[CH3:2].[K+].Cl[C:22]1[CH:23]=[C:24]([C:37]2[N:42]=[C:41]([CH3:43])[N:40]=[C:39]([N:44]([CH2:54][C:55]3[CH:60]=[CH:59][C:58]([O:61][CH3:62])=[CH:57][CH:56]=3)[CH2:45][C:46]3[CH:51]=[CH:50][C:49]([O:52][CH3:53])=[CH:48][CH:47]=3)[N:38]=2)[C:25]([NH:28][C:29]2[CH:30]=[N:31][C:32]([O:35][CH3:36])=[CH:33][CH:34]=2)=[N:26][CH:27]=1, predict the reaction product. The product is: [CH3:53][O:52][C:49]1[CH:48]=[CH:47][C:46]([CH2:45][N:44]([CH2:54][C:55]2[CH:56]=[CH:57][C:58]([O:61][CH3:62])=[CH:59][CH:60]=2)[C:39]2[N:40]=[C:41]([CH3:43])[N:42]=[C:37]([C:24]3[CH:23]=[C:22]([CH2:14][N:11]4[CH2:12][CH2:13][N:8]([C:6]([O:5][C:1]([CH3:4])([CH3:3])[CH3:2])=[O:7])[CH2:9][C@H:10]4[CH3:19])[CH:27]=[N:26][C:25]=3[NH:28][C:29]3[CH:30]=[N:31][C:32]([O:35][CH3:36])=[CH:33][CH:34]=3)[N:38]=2)=[CH:51][CH:50]=1.